Dataset: Reaction yield outcomes from USPTO patents with 853,638 reactions. Task: Predict the reaction yield, written as a fraction of the theoretical maximum amount of product (1.0 means a 100% yield; for example, 0.34 means a 34% yield). The reactants are [O:1]1[CH2:6][CH2:5][CH:4]([O:7][CH2:8][CH2:9][O:10][C:11]2[CH:16]=[CH:15][C:14]([NH2:17])=[CH:13][CH:12]=2)[CH2:3][CH2:2]1.[CH3:18][C:19]1([C:24]2[CH:34]=[CH:33][C:27]([C:28]([O:30][CH2:31][CH3:32])=[O:29])=[CH:26][C:25]=2OS(C(F)(F)F)(=O)=O)[O:23][CH2:22][CH2:21][O:20]1. No catalyst specified. The product is [CH3:18][C:19]1([C:24]2[CH:34]=[CH:33][C:27]([C:28]([O:30][CH2:31][CH3:32])=[O:29])=[CH:26][C:25]=2[NH:17][C:14]2[CH:13]=[CH:12][C:11]([O:10][CH2:9][CH2:8][O:7][CH:4]3[CH2:5][CH2:6][O:1][CH2:2][CH2:3]3)=[CH:16][CH:15]=2)[O:20][CH2:21][CH2:22][O:23]1. The yield is 0.260.